Dataset: Full USPTO retrosynthesis dataset with 1.9M reactions from patents (1976-2016). Task: Predict the reactants needed to synthesize the given product. Given the product [F:15][C:13]([F:14])([F:16])[C:12]([C:10]1[NH:9][C:6]2=[N:7][CH:8]=[C:3]([C:1]#[N:2])[CH:4]=[C:5]2[N:11]=1)([C:19]1[C:27]([O:28][CH3:29])=[CH:26][C:25]([CH3:30])=[C:24]2[C:20]=1[CH:21]=[CH:22][NH:23]2)[NH:17][CH3:18], predict the reactants needed to synthesize it. The reactants are: [C:1]([C:3]1[CH:4]=[C:5]2[N:11]=[C:10]([C:12]([C:19]3[C:27]([O:28][CH3:29])=[CH:26][C:25]([CH3:30])=[C:24]4[C:20]=3[CH:21]=[CH:22][N:23]4C(OC(C)(C)C)=O)([NH:17][CH3:18])[C:13]([F:16])([F:15])[F:14])[NH:9][C:6]2=[N:7][CH:8]=1)#[N:2].C([O-])([O-])=O.[K+].[K+].